From a dataset of Full USPTO retrosynthesis dataset with 1.9M reactions from patents (1976-2016). Predict the reactants needed to synthesize the given product. Given the product [CH2:1]([O:17][CH2:18][CH:19]([NH2:38])[CH2:20][O:21][CH2:22][CH2:23][CH2:24][CH2:25][CH2:26][CH2:27][CH2:28][CH2:29][CH2:30][CH2:31][CH2:32][CH2:33][CH2:34][CH2:35][CH2:36][CH3:37])[CH2:2][CH2:3][CH2:4][CH2:5][CH2:6][CH2:7][CH2:8][CH2:9][CH2:10][CH2:11][CH2:12][CH2:13][CH2:14][CH2:15][CH3:16], predict the reactants needed to synthesize it. The reactants are: [CH2:1]([O:17][CH2:18][CH:19]([NH:38]C(=O)OC(C)(C)C)[CH2:20][O:21][CH2:22][CH2:23][CH2:24][CH2:25][CH2:26][CH2:27][CH2:28][CH2:29][CH2:30][CH2:31][CH2:32][CH2:33][CH2:34][CH2:35][CH2:36][CH3:37])[CH2:2][CH2:3][CH2:4][CH2:5][CH2:6][CH2:7][CH2:8][CH2:9][CH2:10][CH2:11][CH2:12][CH2:13][CH2:14][CH2:15][CH3:16].FC(F)(F)C(O)=O.